This data is from Reaction yield outcomes from USPTO patents with 853,638 reactions. The task is: Predict the reaction yield, written as a fraction of the theoretical maximum amount of product (1.0 means a 100% yield; for example, 0.34 means a 34% yield). (1) The reactants are [NH2:1][C:2]1[C:3]([F:23])=[CH:4][C:5]([Cl:22])=[C:6]([C:8]2[C:9](=[O:21])[N:10]([CH2:19][CH3:20])[C:11]3[C:16]([CH:17]=2)=[CH:15][N:14]=[C:13](Cl)[CH:12]=3)[CH:7]=1.[OH2:24]. The catalyst is O1CCN(CCCN)CC1. The product is [NH2:1][C:2]1[C:3]([F:23])=[CH:4][C:5]([Cl:22])=[C:6]([C:8]2[C:9](=[O:21])[N:10]([CH2:19][CH3:20])[C:11]3[C:16]([CH:17]=2)=[CH:15][N:14]=[C:13]([NH:14][CH2:13][CH2:12][CH2:11][N:10]2[CH2:19][CH2:20][O:24][CH2:8][CH2:9]2)[CH:12]=3)[CH:7]=1. The yield is 0.570. (2) The reactants are [Cl:1][C:2]1[N:10]=[C:9]2[C:5]([N:6]=[CH:7][NH:8]2)=[C:4](Cl)[N:3]=1.Cl.[CH:13]12[NH:20][CH:17]([CH2:18][CH2:19]1)[CH2:16][O:15][CH2:14]2.CCN(C(C)C)C(C)C. No catalyst specified. The product is [Cl:1][C:2]1[N:10]=[C:9]2[C:5]([N:6]=[CH:7][NH:8]2)=[C:4]([N:20]2[CH:13]3[CH2:19][CH2:18][CH:17]2[CH2:16][O:15][CH2:14]3)[N:3]=1. The yield is 0.900. (3) The reactants are C[O:2][C:3](=[O:24])[C:4]1[CH:9]=[C:8]([C:10]2[S:11][CH:12]=[C:13]([C:15]3[CH:20]=[CH:19][C:18]([Cl:21])=[C:17]([Cl:22])[CH:16]=3)[N:14]=2)[CH:7]=[CH:6][C:5]=1Br.[Cl:25][C:26]1[CH:31]=[C:30]([O:32][CH2:33][CH3:34])[CH:29]=[CH:28][C:27]=1B(O)O. No catalyst specified. The product is [Cl:25][C:26]1[CH:31]=[C:30]([O:32][CH2:33][CH3:34])[CH:29]=[CH:28][C:27]=1[C:5]1[C:4]([C:3]([OH:2])=[O:24])=[CH:9][C:8]([C:10]2[S:11][CH:12]=[C:13]([C:15]3[CH:20]=[CH:19][C:18]([Cl:21])=[C:17]([Cl:22])[CH:16]=3)[N:14]=2)=[CH:7][CH:6]=1. The yield is 0.0200. (4) The reactants are Cl[C:2]1[C:7]([C:8]2[CH:13]=[C:12]([S:14]([CH2:17][CH3:18])(=[O:16])=[O:15])[CH:11]=[CH:10][C:9]=2F)=[CH:6][N:5]([CH3:20])[C:4](=[O:21])[CH:3]=1.[F:22][C:23]1[CH:28]=[C:27]([F:29])[CH:26]=[CH:25][C:24]=1[OH:30].[C:31](=[O:34])([O-])[O-].[Cs+].[Cs+]. The catalyst is CS(C)=O. The product is [F:22][C:23]1[CH:28]=[C:27]([F:29])[CH:26]=[CH:25][C:24]=1[O:30][C:2]1[C:7]([C:8]2[CH:13]=[C:12]([S:14]([CH2:17][CH3:18])(=[O:16])=[O:15])[CH:11]=[CH:10][C:9]=2[O:34][C:31]2[CH:25]=[CH:24][C:23]([F:22])=[CH:28][C:27]=2[F:29])=[CH:6][N:5]([CH3:20])[C:4](=[O:21])[CH:3]=1. The yield is 0.216. (5) The reactants are [F:1][C:2]1[CH:7]=[CH:6][CH:5]=[C:4]([F:8])[C:3]=1[C:9]1[O:10][C:11]([C:17]2[CH:22]=[CH:21][CH:20]=[C:19]([CH:23]=O)[CH:18]=2)=[C:12]([C:14]([NH2:16])=[O:15])[N:13]=1.[NH:25]1[CH2:30][CH2:29][O:28][CH2:27][CH2:26]1.C(O[BH-](OC(=O)C)OC(=O)C)(=O)C.[Na+].C(O)(=O)C. The catalyst is ClCCCl. The product is [F:1][C:2]1[CH:7]=[CH:6][CH:5]=[C:4]([F:8])[C:3]=1[C:9]1[O:10][C:11]([C:17]2[CH:22]=[CH:21][CH:20]=[C:19]([CH2:23][N:25]3[CH2:30][CH2:29][O:28][CH2:27][CH2:26]3)[CH:18]=2)=[C:12]([C:14]([NH2:16])=[O:15])[N:13]=1. The yield is 0.370. (6) The reactants are [CH3:1][C:2]1[CH:7]=[CH:6][C:5]([N+:8]([O-:10])=[O:9])=[CH:4][C:3]=1[NH:11][CH2:12][C:13]1[C:14]([NH2:21])=[N:15][C:16]([S:19][CH3:20])=[N:17][CH:18]=1.C(N(CC)CC)C.Cl[C:30](Cl)([O:32]C(=O)OC(Cl)(Cl)Cl)Cl. The catalyst is C1COCC1.CCOC(C)=O. The product is [CH3:1][C:2]1[CH:7]=[CH:6][C:5]([N+:8]([O-:10])=[O:9])=[CH:4][C:3]=1[N:11]1[CH2:12][C:13]2[C:14](=[N:15][C:16]([S:19][CH3:20])=[N:17][CH:18]=2)[NH:21][C:30]1=[O:32]. The yield is 0.760. (7) The reactants are Cl.CN(C)CCCN=C=NCC.[CH2:13]([S:17]([N:20]1[CH2:25][CH2:24][CH2:23][CH:22]([C:26]([OH:28])=O)[CH2:21]1)(=[O:19])=[O:18])[CH2:14][CH2:15][CH3:16].[CH:29]([O:32][C:33]1[CH:39]=[CH:38][C:36]([NH2:37])=[CH:35][CH:34]=1)([CH3:31])[CH3:30]. The catalyst is N1C=CC=CC=1. The product is [CH2:13]([S:17]([N:20]1[CH2:25][CH2:24][CH2:23][CH:22]([C:26]([NH:37][C:36]2[CH:35]=[CH:34][C:33]([O:32][CH:29]([CH3:31])[CH3:30])=[CH:39][CH:38]=2)=[O:28])[CH2:21]1)(=[O:18])=[O:19])[CH2:14][CH2:15][CH3:16]. The yield is 0.430. (8) The reactants are [C:1]([O:4][CH:5]1[C:9]2=[N:10][CH:11]=[C:12]([NH2:29])[C:13]([N:14]3[CH2:19][C@H:18]([CH3:20])[CH2:17][C@H:16]([NH:21][C:22]([O:24][C:25]([CH3:28])([CH3:27])[CH3:26])=[O:23])[CH2:15]3)=[C:8]2[CH2:7][CH2:6]1)(=[O:3])[CH3:2].[F:30][C:31]1[CH:36]=[C:35]([S:37]([CH3:39])=[O:38])[CH:34]=[C:33]([F:40])[C:32]=1[C:41]1[N:46]=[C:45]([C:47](O)=[O:48])[CH:44]=[CH:43][C:42]=1[F:50].CN(C(ON1N=NC2C=CC=NC1=2)=[N+](C)C)C.F[P-](F)(F)(F)(F)F.CCN(C(C)C)C(C)C. The catalyst is CN(C=O)C. The product is [C:1]([O:4][CH:5]1[C:9]2=[N:10][CH:11]=[C:12]([NH:29][C:47]([C:45]3[CH:44]=[CH:43][C:42]([F:50])=[C:41]([C:32]4[C:33]([F:40])=[CH:34][C:35]([S:37]([CH3:39])=[O:38])=[CH:36][C:31]=4[F:30])[N:46]=3)=[O:48])[C:13]([N:14]3[CH2:19][C@H:18]([CH3:20])[CH2:17][C@H:16]([NH:21][C:22]([O:24][C:25]([CH3:28])([CH3:27])[CH3:26])=[O:23])[CH2:15]3)=[C:8]2[CH2:7][CH2:6]1)(=[O:3])[CH3:2]. The yield is 0.170. (9) The reactants are [C:1]([SiH2:5][O:6][C:7]([CH3:21])([CH3:20])[C@H:8]1[CH2:13][CH2:12][C@H:11]([CH2:14]OS(C)(=O)=O)[CH2:10][CH2:9]1)([CH3:4])([CH3:3])[CH3:2].[C-:22]#[N:23].[Na+]. The catalyst is CN(C)C=O. The product is [C:1]([SiH2:5][O:6][C:7]([CH3:21])([CH3:20])[C@H:8]1[CH2:13][CH2:12][C@H:11]([CH2:14][C:22]#[N:23])[CH2:10][CH2:9]1)([CH3:4])([CH3:3])[CH3:2]. The yield is 0.780. (10) The reactants are [O:1]=[C:2]1[CH2:10][C:9]2[C:4](=[CH:5][CH:6]=[C:7]([C:11](OC)=[O:12])[CH:8]=2)[NH:3]1.O1CCCC1.C(O)C.[BH4-].[Li+]. The catalyst is C(O)C. The product is [OH:12][CH2:11][C:7]1[CH:8]=[C:9]2[C:4](=[CH:5][CH:6]=1)[NH:3][C:2](=[O:1])[CH2:10]2. The yield is 0.330.